Dataset: Forward reaction prediction with 1.9M reactions from USPTO patents (1976-2016). Task: Predict the product of the given reaction. (1) Given the reactants [C:1]1([C:26]2[CH:31]=[CH:30][CH:29]=[CH:28][CH:27]=2)[CH:6]=[CH:5][C:4]([C:7]2[O:8][C:9]([CH3:25])=[C:10]([CH2:12][CH2:13][O:14]S(C3C=CC(C)=CC=3)(=O)=O)[N:11]=2)=[CH:3][CH:2]=1.C([O:34][C:35](=[O:57])[C:36]([CH3:56])([O:45][C:46]1[CH:51]=[CH:50][C:49]([C:52]([CH3:55])([CH3:54])[CH3:53])=[CH:48][CH:47]=1)[CH2:37][C:38]1[CH:43]=[CH:42][C:41](O)=[CH:40][CH:39]=1)C, predict the reaction product. The product is: [C:1]1([C:26]2[CH:31]=[CH:30][CH:29]=[CH:28][CH:27]=2)[CH:2]=[CH:3][C:4]([C:7]2[O:8][C:9]([CH3:25])=[C:10]([CH2:12][CH2:13][O:14][C:41]3[CH:40]=[CH:39][C:38]([CH2:37][C:36]([CH3:56])([O:45][C:46]4[CH:51]=[CH:50][C:49]([C:52]([CH3:55])([CH3:54])[CH3:53])=[CH:48][CH:47]=4)[C:35]([OH:57])=[O:34])=[CH:43][CH:42]=3)[N:11]=2)=[CH:5][CH:6]=1. (2) Given the reactants [Cl:1][C:2]1[CH:3]=[C:4]([NH2:9])[CH:5]=[N:6][C:7]=1[Cl:8].C(N(CC)CC)C.[C:17](Cl)(=[O:19])[CH3:18], predict the reaction product. The product is: [Cl:1][C:2]1[CH:3]=[C:4]([NH:9][C:17](=[O:19])[CH3:18])[CH:5]=[N:6][C:7]=1[Cl:8].